This data is from Full USPTO retrosynthesis dataset with 1.9M reactions from patents (1976-2016). The task is: Predict the reactants needed to synthesize the given product. (1) Given the product [O:21]=[C:15]1[CH:14]([N:7]2[C:6](=[O:22])[C:5]3[C:9](=[CH:10][CH:11]=[CH:12][C:4]=3[CH2:3][NH:2][C:43]([C:35]3[O:34][C:38]4[CH:39]=[CH:40][CH:41]=[CH:42][C:37]=4[CH:36]=3)=[O:44])[C:8]2=[O:13])[CH2:19][CH2:18][C:17](=[O:20])[NH:16]1, predict the reactants needed to synthesize it. The reactants are: Cl.[NH2:2][CH2:3][C:4]1[CH:12]=[CH:11][CH:10]=[C:9]2[C:5]=1[C:6](=[O:22])[N:7]([CH:14]1[CH2:19][CH2:18][C:17](=[O:20])[NH:16][C:15]1=[O:21])[C:8]2=[O:13].N12CCCN=C1CCCCC2.[O:34]1[C:38]2[CH:39]=[CH:40][CH:41]=[CH:42][C:37]=2[CH:36]=[C:35]1[C:43](O)=[O:44].Cl.CN(C)CCCN=C=NCC. (2) Given the product [N:2]1[N:1]=[C:3]([C:26]2[CH:25]=[C:24]([NH:27][C:37]([C:36]3[CH:35]=[CH:34][C:33]([C:40]4[CH:45]=[CH:44][C:43]([C:46]([F:49])([F:48])[F:47])=[CH:42][CH:41]=4)=[CH:32][C:31]=3[CH3:30])=[O:38])[CH:23]=[CH:19][C:18]=2[Cl:17])[N:8]2[CH:7]=[CH:6][CH:5]=[CH:16][C:11]=12, predict the reactants needed to synthesize it. The reactants are: [NH:1]([C:3]1[N:8]=[CH:7][CH:6]=[CH:5]N=1)[NH2:2].N([C:11]1[CH:16]=NC=CN=1)N.[Cl:17][C:18]1[CH:26]=[CH:25][C:24]([N+:27]([O-])=O)=[CH:23][C:19]=1C(O)=O.[CH3:30][C:31]1[CH:32]=[C:33]([C:40]2[CH:45]=[CH:44][C:43]([C:46]([F:49])([F:48])[F:47])=[CH:42][CH:41]=2)[CH:34]=[CH:35][C:36]=1[C:37](O)=[O:38]. (3) The reactants are: [NH2:1][C:2]1[N:3]=[C:4]([NH:17][CH:18]2[CH2:23][CH2:22][N:21]([S:24]([CH2:27][CH2:28][CH2:29]I)(=[O:26])=[O:25])[CH2:20][CH2:19]2)[S:5][C:6]=1[C:7]([C:9]1[C:14]([F:15])=[CH:13][CH:12]=[CH:11][C:10]=1[F:16])=[O:8].[N:31]1[CH:36]=[CH:35][CH:34]=[CH:33][C:32]=1[SH:37]. Given the product [NH2:1][C:2]1[N:3]=[C:4]([NH:17][CH:18]2[CH2:23][CH2:22][N:21]([S:24]([CH2:27][CH2:28][CH2:29][S:37][C:32]3[CH:33]=[CH:34][CH:35]=[CH:36][N:31]=3)(=[O:26])=[O:25])[CH2:20][CH2:19]2)[S:5][C:6]=1[C:7]([C:9]1[C:14]([F:15])=[CH:13][CH:12]=[CH:11][C:10]=1[F:16])=[O:8], predict the reactants needed to synthesize it. (4) Given the product [Br:1][C:2]1[CH:3]=[C:4]2[C:12](=[CH:13][CH:14]=1)[N:11]([O:23][C:20]1[CH:21]=[CH:22][C:17]([F:16])=[CH:18][CH:19]=1)[C:10]1[CH2:9][CH2:8][CH2:7][CH2:6][C:5]2=1, predict the reactants needed to synthesize it. The reactants are: [Br:1][C:2]1[CH:3]=[C:4]2[C:12](=[CH:13][CH:14]=1)[NH:11][C:10]1[CH:9](O)[CH2:8][CH2:7][CH2:6][C:5]2=1.[F:16][C:17]1[CH:22]=[CH:21][C:20]([OH:23])=[CH:19][CH:18]=1.C1(P(C2C=CC=CC=2)C2C=CC=CC=2)C=CC=CC=1.N(C(OC(C)C)=O)=NC(OC(C)C)=O. (5) Given the product [NH2:20][CH2:23][C:24]1[C:25]([Cl:30])=[N:26][CH:27]=[CH:28][CH:29]=1, predict the reactants needed to synthesize it. The reactants are: C1(P(C2C=CC=CC=2)C2C=CC=CC=2)C=CC=CC=1.[N:20]([CH2:23][C:24]1[C:25]([Cl:30])=[N:26][CH:27]=[CH:28][CH:29]=1)=[N+]=[N-].[OH-].[Na+].Cl. (6) The reactants are: [CH:1]1([CH2:4][O:5][C:6]2[CH:11]=[CH:10][C:9]([CH:12]([CH3:14])[CH3:13])=[CH:8][C:7]=2[C:15]2[C:16]3[NH:23][C:22]([CH3:24])=[C:21]([C:25]([O:27][CH2:28][CH3:29])=[O:26])[C:17]=3[N:18]=[CH:19][N:20]=2)[CH2:3][CH2:2]1.Cl[CH2:31][O:32][CH2:33][CH2:34][Si:35]([CH3:38])([CH3:37])[CH3:36]. Given the product [CH:1]1([CH2:4][O:5][C:6]2[CH:11]=[CH:10][C:9]([CH:12]([CH3:14])[CH3:13])=[CH:8][C:7]=2[C:15]2[C:16]3[N:23]([CH2:31][O:32][CH2:33][CH2:34][Si:35]([CH3:38])([CH3:37])[CH3:36])[C:22]([CH3:24])=[C:21]([C:25]([O:27][CH2:28][CH3:29])=[O:26])[C:17]=3[N:18]=[CH:19][N:20]=2)[CH2:3][CH2:2]1, predict the reactants needed to synthesize it. (7) Given the product [Cl:31][C:32]1[CH:33]=[C:34]([N:39]2[CH2:43][C:42]3([CH2:44][CH2:45][N:46]([C:13]([NH:12][C:9]4[S:10][CH:11]=[C:7]([C:2]5[CH:3]=[CH:4][CH:5]=[CH:6][N:1]=5)[N:8]=4)=[O:21])[CH2:47][CH2:48]3)[O:41][C:40]2=[O:49])[CH:35]=[CH:36][C:37]=1[Cl:38], predict the reactants needed to synthesize it. The reactants are: [N:1]1[CH:6]=[CH:5][CH:4]=[CH:3][C:2]=1[C:7]1[N:8]=[C:9]([NH:12][C:13](=[O:21])OC2C=CC=CC=2)[S:10][CH:11]=1.C(N(C(C)C)CC)(C)C.[Cl:31][C:32]1[CH:33]=[C:34]([N:39]2[CH2:43][C:42]3([CH2:48][CH2:47][NH:46][CH2:45][CH2:44]3)[O:41][C:40]2=[O:49])[CH:35]=[CH:36][C:37]=1[Cl:38]. (8) Given the product [N:1]1[CH:6]=[CH:5][CH:4]=[CH:3][C:2]=1[NH:7][CH2:8][CH2:9][CH2:10][O:11][C:12]1[CH:13]=[C:14]2[C:18](=[CH:19][CH:20]=1)[NH:17][C:16]([CH2:21][CH:22]([CH2:27][CH2:28][CH2:29][CH2:30][CH2:31][CH3:32])[C:23]([OH:25])=[O:24])=[CH:15]2, predict the reactants needed to synthesize it. The reactants are: [N:1]1[CH:6]=[CH:5][CH:4]=[CH:3][C:2]=1[NH:7][CH2:8][CH2:9][CH2:10][O:11][C:12]1[CH:13]=[C:14]2[C:18](=[CH:19][CH:20]=1)[NH:17][C:16]([CH2:21][CH:22]([CH2:27][CH2:28][CH2:29][CH2:30][CH2:31][CH3:32])[C:23]([O:25]C)=[O:24])=[CH:15]2.[OH-].[Na+]. (9) The reactants are: C(OP([CH2:9][C:10]([O-:12])=[O:11])(OCC)=O)C.[H-].[Na+].O[CH:16]1[C:24]2[C:19](=[CH:20][CH:21]=[C:22]([C:25]([F:28])([F:27])[F:26])[CH:23]=2)[C:18](=[O:29])[N:17]1[CH2:30][C:31]([F:34])([F:33])[F:32].C(=O)([O-])O.[Na+].[CH2:40]([CH2:43]OC)OC. Given the product [O:29]=[C:18]1[C:19]2[C:24](=[CH:23][C:22]([C:25]([F:28])([F:27])[F:26])=[CH:21][CH:20]=2)[CH:16]([CH2:9][C:10]([O:12][CH2:40][CH3:43])=[O:11])[N:17]1[CH2:30][C:31]([F:34])([F:33])[F:32], predict the reactants needed to synthesize it.